From a dataset of Full USPTO retrosynthesis dataset with 1.9M reactions from patents (1976-2016). Predict the reactants needed to synthesize the given product. (1) The reactants are: [C:1]1([N:7]=[C:8]=[O:9])[CH:6]=[CH:5][CH:4]=[CH:3][CH:2]=1.C[NH:11]S(C1C=CC(C)=CC=1)(=O)=O. Given the product [C:1]1([NH:7][C:8]([NH2:11])=[O:9])[CH:6]=[CH:5][CH:4]=[CH:3][CH:2]=1, predict the reactants needed to synthesize it. (2) Given the product [CH2:17]([O:7][C:8]1[CH:13]=[CH:12][C:11]([CH2:14][C:15]#[N:16])=[CH:10][CH:9]=1)[C:18]1[CH:23]=[CH:22][CH:21]=[CH:20][CH:19]=1, predict the reactants needed to synthesize it. The reactants are: C(=O)([O-])[O-].[K+].[K+].[OH:7][C:8]1[CH:13]=[CH:12][C:11]([CH2:14][C:15]#[N:16])=[CH:10][CH:9]=1.[CH2:17](Br)[C:18]1[CH:23]=[CH:22][CH:21]=[CH:20][CH:19]=1.